From a dataset of Reaction yield outcomes from USPTO patents with 853,638 reactions. Predict the reaction yield, written as a fraction of the theoretical maximum amount of product (1.0 means a 100% yield; for example, 0.34 means a 34% yield). (1) The reactants are [CH2:1]([NH:8][C:9]([C@H:11]1[CH2:20][C:19]23[CH2:21][CH2:22][C@:12]1([OH:47])[CH:13]1[O:30][C:28]4=[C:29]5[C@@:14]12[CH2:15][CH2:16][N:17]([CH2:43][CH:44]1[CH2:46][CH2:45]1)[C@@H:18]3[CH2:23][C:24]5=[CH:25][CH:26]=[C:27]4OC1N(C2C=CC=CC=2)N=NN=1)=[O:10])[C:2]1[CH:7]=[CH:6][CH:5]=[CH:4][CH:3]=1.C1C=CC=CC=1.O.NN. The catalyst is C(O)C.C(OCC)(=O)C.[C].[Pd]. The product is [CH2:1]([NH:8][C:9]([C@H:11]1[CH2:20][C:19]23[CH2:21][CH2:22][C@:12]1([OH:47])[CH:13]1[O:30][C:28]4=[C:29]5[C@@:14]12[CH2:15][CH2:16][N:17]([CH2:43][CH:44]1[CH2:45][CH2:46]1)[C@@H:18]3[CH2:23][C:24]5=[CH:25][CH:26]=[CH:27]4)=[O:10])[C:2]1[CH:7]=[CH:6][CH:5]=[CH:4][CH:3]=1. The yield is 0.370. (2) The reactants are [Cl:1][C:2]1[CH:3]=[CH:4][C:5]([S:9][CH3:10])=[C:6]([CH:8]=1)[NH2:7].[O:11]1[C:15]2[CH:16]=[CH:17][CH:18]=[CH:19][C:14]=2[CH:13]=[C:12]1[S:20](Cl)(=[O:22])=[O:21]. No catalyst specified. The product is [Cl:1][C:2]1[CH:3]=[CH:4][C:5]([S:9][CH3:10])=[C:6]([NH:7][S:20]([C:12]2[O:11][C:15]3[CH:16]=[CH:17][CH:18]=[CH:19][C:14]=3[CH:13]=2)(=[O:21])=[O:22])[CH:8]=1. The yield is 0.600. (3) The reactants are [Cl:1][C:2]1[CH:10]=[CH:9][C:8]2[NH:7][C:6]3[CH2:11][CH2:12][N:13]([C:16]([O:18][C:19]([CH3:22])([CH3:21])[CH3:20])=[O:17])[CH2:14][CH2:15][C:5]=3[C:4]=2[C:3]=1[Cl:23].[H-].[Na+].Br[CH2:27][CH2:28][CH2:29][C:30]1[CH:35]=[CH:34][CH:33]=[CH:32][CH:31]=1. The catalyst is CN(C=O)C. The yield is 0.620. The product is [Cl:1][C:2]1[CH:10]=[CH:9][C:8]2[N:7]([CH2:27][CH2:28][CH2:29][C:30]3[CH:35]=[CH:34][CH:33]=[CH:32][CH:31]=3)[C:6]3[CH2:11][CH2:12][N:13]([C:16]([O:18][C:19]([CH3:20])([CH3:22])[CH3:21])=[O:17])[CH2:14][CH2:15][C:5]=3[C:4]=2[C:3]=1[Cl:23]. (4) The yield is 0.410. The product is [N:19]1([C:2]2[N:7]=[C:6]([NH:8][C@H:9]([C:11]3[CH:16]=[CH:15][C:14]([O:17][CH3:18])=[CH:13][CH:12]=3)[CH3:10])[CH:5]=[N:4][CH:3]=2)[C:23]2[CH:24]=[CH:25][CH:26]=[CH:27][C:22]=2[N:21]=[CH:20]1. The reactants are Cl[C:2]1[N:7]=[C:6]([NH:8][C@H:9]([C:11]2[CH:16]=[CH:15][C:14]([O:17][CH3:18])=[CH:13][CH:12]=2)[CH3:10])[CH:5]=[N:4][CH:3]=1.[N:19]1[C:23]2[CH:24]=[CH:25][CH:26]=[CH:27][C:22]=2[NH:21][CH:20]=1. No catalyst specified. (5) The reactants are [BH4-].[Li+].[CH2:3]([O:10][C:11]1[C:16]([CH2:17][N:18]2[CH2:27][CH2:26][C:25]3[C:20](=[C:21]([Cl:39])[C:22]([C@@H:29]([CH:34]4[CH2:38][CH2:37][CH2:36][O:35]4)[C:30](OC)=[O:31])=[CH:23][C:24]=3[Cl:28])[C:19]2=[O:40])=[C:15]([CH3:41])[CH:14]=[C:13]([CH3:42])[N:12]=1)[C:4]1[CH:9]=[CH:8][CH:7]=[CH:6][CH:5]=1. The catalyst is O1CCCC1.CO. The product is [CH2:3]([O:10][C:11]1[C:16]([CH2:17][N:18]2[CH2:27][CH2:26][C:25]3[C:20](=[C:21]([Cl:39])[C:22]([C@@H:29]([CH:34]4[CH2:38][CH2:37][CH2:36][O:35]4)[CH2:30][OH:31])=[CH:23][C:24]=3[Cl:28])[C:19]2=[O:40])=[C:15]([CH3:41])[CH:14]=[C:13]([CH3:42])[N:12]=1)[C:4]1[CH:5]=[CH:6][CH:7]=[CH:8][CH:9]=1. The yield is 0.880.